This data is from Reaction yield outcomes from USPTO patents with 853,638 reactions. The task is: Predict the reaction yield, written as a fraction of the theoretical maximum amount of product (1.0 means a 100% yield; for example, 0.34 means a 34% yield). (1) The reactants are [CH3:1][C:2]1[CH:10]=[CH:9][C:8]([N+:11]([O-:13])=[O:12])=[C:7]2[C:3]=1[CH:4]=[C:5]([C:14]([O:16][CH2:17][CH3:18])=[O:15])[NH:6]2.[H-].[Na+].CN(C)C=O.[CH3:26][O:27][CH2:28]Cl. The catalyst is O1CCCC1.C(OCC)(=O)C. The product is [CH3:26][O:27][CH2:28][N:6]1[C:7]2[C:3](=[C:2]([CH3:1])[CH:10]=[CH:9][C:8]=2[N+:11]([O-:13])=[O:12])[CH:4]=[C:5]1[C:14]([O:16][CH2:17][CH3:18])=[O:15]. The yield is 0.680. (2) The reactants are [NH2:1][C:2]1[CH:7]=[C:6]([Cl:8])[CH:5]=[CH:4][C:3]=1[SH:9].Br[CH2:11][C:12]1[CH:17]=[CH:16][C:15]([N+:18]([O-:20])=[O:19])=[CH:14][CH:13]=1.C([O-])([O-])=O.[K+].[K+]. The catalyst is CN(C=O)C. The product is [Cl:8][C:6]1[CH:5]=[CH:4][C:3]([S:9][CH2:11][C:12]2[CH:17]=[CH:16][C:15]([N+:18]([O-:20])=[O:19])=[CH:14][CH:13]=2)=[C:2]([CH:7]=1)[NH2:1]. The yield is 0.920. (3) The reactants are Br[C:2]1[CH:7]=[CH:6][CH:5]=[CH:4][C:3]=1[C:8]1[CH:13]=[CH:12][CH:11]=[CH:10][CH:9]=1.II.[Mg].Cl[P:18]([C:23]([CH3:26])([CH3:25])[CH3:24])[C:19]([CH3:22])([CH3:21])[CH3:20]. The catalyst is C1COCC1. The product is [C:19]([P:18]([C:23]([CH3:26])([CH3:25])[CH3:24])[C:2]1[CH:7]=[CH:6][CH:5]=[CH:4][C:3]=1[C:8]1[CH:13]=[CH:12][CH:11]=[CH:10][CH:9]=1)([CH3:22])([CH3:21])[CH3:20]. The yield is 0.580. (4) The reactants are [NH2:1][C:2]1[CH:3]=[CH:4][C:5]2[N:10]([CH3:11])[C:9](=[O:12])[O:8][C:7]([C:14]3[CH:19]=[CH:18][C:17]([Cl:20])=[CH:16][CH:15]=3)([CH3:13])[C:6]=2[CH:21]=1.[Cl:22][C:23]1[CH:28]=[CH:27][CH:26]=[C:25](I)[CH:24]=1.C1C=CC(P(C2C(C3C(P(C4C=CC=CC=4)C4C=CC=CC=4)=CC=C4C=3C=CC=C4)=C3C(C=CC=C3)=CC=2)C2C=CC=CC=2)=CC=1.CC(C)([O-])C.[Na+].C1OCCOCCOCCOCCOCCOC1. The catalyst is C1COCC1.C1C=CC(/C=C/C(/C=C/C2C=CC=CC=2)=O)=CC=1.C1C=CC(/C=C/C(/C=C/C2C=CC=CC=2)=O)=CC=1.C1C=CC(/C=C/C(/C=C/C2C=CC=CC=2)=O)=CC=1.[Pd].[Pd]. The product is [Cl:20][C:17]1[CH:18]=[CH:19][C:14]([C:7]2([CH3:13])[C:6]3[CH:21]=[C:2]([NH:1][C:25]4[CH:26]=[CH:27][CH:28]=[C:23]([Cl:22])[CH:24]=4)[CH:3]=[CH:4][C:5]=3[N:10]([CH3:11])[C:9](=[O:12])[O:8]2)=[CH:15][CH:16]=1. The yield is 0.180.